Dataset: Catalyst prediction with 721,799 reactions and 888 catalyst types from USPTO. Task: Predict which catalyst facilitates the given reaction. Reactant: [CH2:1]([N:3]([CH2:23][CH3:24])[C:4]([CH:6]1[C:18]2[C:17]3[C:12](=[CH:13][CH:14]=[CH:15][C:16]=3[F:19])[N:11]([CH2:20][CH2:21][OH:22])[C:10]=2[CH2:9][CH2:8][CH2:7]1)=[O:5])[CH3:2].C(N(CC)C(C1C2C3C(=CC(F)=CC=3)N(CCO)C=2CCC1)=O)C.N1C=CC=CC=1.[CH3:55][S:56](Cl)(=[O:58])=[O:57]. Product: [CH2:1]([N:3]([CH2:23][CH3:24])[C:4]([CH:6]1[C:18]2[C:13]3[C:12](=[CH:17][C:16]([F:19])=[CH:15][CH:14]=3)[N:11]([CH2:20][CH2:21][O:22][S:56]([CH3:55])(=[O:58])=[O:57])[C:10]=2[CH2:9][CH2:8][CH2:7]1)=[O:5])[CH3:2]. The catalyst class is: 4.